Task: Predict the reactants needed to synthesize the given product.. Dataset: Full USPTO retrosynthesis dataset with 1.9M reactions from patents (1976-2016) Given the product [CH:1]1([N:6]2[CH2:12][CH2:11][C:10]3[CH:13]=[CH:14][C:15]([CH:17]4[CH2:22][CH2:21][N:20]([C:24]5[N:29]=[CH:28][C:27]([C:30]([NH:32][CH3:33])=[O:31])=[CH:26][CH:25]=5)[CH2:19][CH2:18]4)=[CH:16][C:9]=3[CH2:8][CH2:7]2)[CH2:5][CH2:4][CH2:3][CH2:2]1, predict the reactants needed to synthesize it. The reactants are: [CH:1]1([N:6]2[CH2:12][CH2:11][C:10]3[CH:13]=[CH:14][C:15]([CH:17]4[CH2:22][CH2:21][NH:20][CH2:19][CH2:18]4)=[CH:16][C:9]=3[CH2:8][CH2:7]2)[CH2:5][CH2:4][CH2:3][CH2:2]1.Cl[C:24]1[N:29]=[CH:28][C:27]([C:30]([NH:32][CH3:33])=[O:31])=[CH:26][CH:25]=1.C(=O)([O-])[O-].[K+].[K+].